This data is from Full USPTO retrosynthesis dataset with 1.9M reactions from patents (1976-2016). The task is: Predict the reactants needed to synthesize the given product. (1) Given the product [CH3:23][C@@H:22]1[O:24][C:13](=[O:14])[C@@H:12]([NH:11][C:9](=[O:10])[O:8][CH2:1][C:2]2[CH:7]=[CH:6][CH:5]=[CH:4][CH:3]=2)[CH2:17][O:18][CH2:19][C@H:20]([O:30][CH2:31][C:32]([CH3:34])=[CH2:33])[C@H:21]1[O:25][CH2:26][C:27]([CH3:29])=[CH2:28], predict the reactants needed to synthesize it. The reactants are: [CH2:1]([O:8][C:9]([NH:11][C@@H:12]([CH2:17][O:18][CH2:19][C@H:20]([O:30][CH2:31][C:32]([CH3:34])=[CH2:33])[C@@H:21]([O:25][CH2:26][C:27]([CH3:29])=[CH2:28])[C@@H:22]([OH:24])[CH3:23])[C:13](OC)=[O:14])=[O:10])[C:2]1[CH:7]=[CH:6][CH:5]=[CH:4][CH:3]=1.[Li+].[OH-].CC1C=CC=C([N+]([O-])=O)C=1C(OC(C1C([N+]([O-])=O)=CC=CC=1C)=O)=O. (2) Given the product [F:3][C:4]1[CH:5]=[C:6]([C@:20]2([S:32]([C:35]3[CH:36]=[CH:37][C:38]([F:41])=[CH:39][CH:40]=3)(=[O:34])=[O:33])[CH2:24][CH2:23][N:22]([C:25]([O:27][C:28]([CH3:31])([CH3:30])[CH3:29])=[O:26])[CH2:21]2)[CH:7]=[CH:8][C:9]=1[C:10]([O:19][CH3:42])([C:15]([F:16])([F:17])[F:18])[C:11]([F:12])([F:13])[F:14], predict the reactants needed to synthesize it. The reactants are: IC.[F:3][C:4]1[CH:5]=[C:6]([C@:20]2([S:32]([C:35]3[CH:40]=[CH:39][C:38]([F:41])=[CH:37][CH:36]=3)(=[O:34])=[O:33])[CH2:24][CH2:23][N:22]([C:25]([O:27][C:28]([CH3:31])([CH3:30])[CH3:29])=[O:26])[CH2:21]2)[CH:7]=[CH:8][C:9]=1[C:10]([OH:19])([C:15]([F:18])([F:17])[F:16])[C:11]([F:14])([F:13])[F:12].[C:42](=O)([O-])[O-].[K+].[K+]. (3) Given the product [ClH:39].[ClH:39].[NH2:37][C:12]1[NH:11][C:10](=[O:38])[C:9]2[NH:8][CH:17]([CH:18]([OH:36])[CH:19]([O:21][C:22](=[O:35])[CH:23]([NH2:27])[CH:24]([CH3:25])[CH3:26])[CH3:20])[CH2:16][NH:15][C:14]=2[N:13]=1, predict the reactants needed to synthesize it. The reactants are: C(OC([N:8]1[CH:17]([CH:18]([OH:36])[CH:19]([O:21][C:22](=[O:35])[CH:23]([NH:27]C(OC(C)(C)C)=O)[CH:24]([CH3:26])[CH3:25])[CH3:20])[CH2:16][NH:15][C:14]2[NH:13][C:12]([NH2:37])=[N:11][C:10](=[O:38])[C:9]1=2)=O)(C)(C)C.[ClH:39].O1CCOCC1. (4) The reactants are: [C:1]1([CH2:7][CH2:8][CH2:9][CH:10]([NH:20][C:21]([CH:23]2[CH2:28][CH2:27][CH2:26][NH:25][CH2:24]2)=[O:22])[CH2:11][CH2:12][CH2:13][C:14]2[CH:19]=[CH:18][CH:17]=[CH:16][CH:15]=2)[CH:6]=[CH:5][CH:4]=[CH:3][CH:2]=1.[C:29](=[O:32])([O-:31])[NH2:30].[CH:33]([OH:36])([CH3:35])[CH3:34]. Given the product [C:14]([O:32][C:29](=[O:31])[NH:30][CH:34]([CH2:7][C:1]1[CH:6]=[CH:5][CH:4]=[CH:3][CH:2]=1)[CH:33]([OH:36])[CH2:35][N:25]1[CH2:26][CH2:27][CH2:28][CH:23]([C:21](=[O:22])[NH:20][CH:10]([CH2:11][CH2:12][CH2:13][C:14]2[CH:19]=[CH:18][CH:17]=[CH:16][CH:15]=2)[CH2:9][CH2:8][CH2:7][C:1]2[CH:2]=[CH:3][CH:4]=[CH:5][CH:6]=2)[CH2:24]1)([CH3:19])([CH3:13])[CH3:15], predict the reactants needed to synthesize it. (5) Given the product [C:31]([N:30]1[C:26]([C:23]2[CH:22]=[CH:21][C:20]([Cl:19])=[CH:25][CH:24]=2)=[CH:27][C:28]([CH2:35][NH:18][CH2:17][CH2:16][N:13]2[CH2:12][CH2:11][N:10]([C:7]3[CH:6]=[CH:5][C:4]([N+:1]([O-:3])=[O:2])=[CH:9][CH:8]=3)[CH2:15][CH2:14]2)=[N:29]1)([CH3:34])([CH3:33])[CH3:32], predict the reactants needed to synthesize it. The reactants are: [N+:1]([C:4]1[CH:9]=[CH:8][C:7]([N:10]2[CH2:15][CH2:14][N:13]([CH2:16][CH2:17][NH2:18])[CH2:12][CH2:11]2)=[CH:6][CH:5]=1)([O-:3])=[O:2].[Cl:19][C:20]1[CH:25]=[CH:24][C:23]([C:26]2[N:30]([C:31]([CH3:34])([CH3:33])[CH3:32])[N:29]=[C:28]([CH:35]=O)[CH:27]=2)=[CH:22][CH:21]=1. (6) Given the product [Cl:1][C:2]1[N:7]=[C:6]([C:13]2[CH:14]=[CH:15][C:10]([F:9])=[CH:11][CH:12]=2)[CH:5]=[CH:4][N:3]=1, predict the reactants needed to synthesize it. The reactants are: [Cl:1][C:2]1[N:7]=[C:6](Cl)[CH:5]=[CH:4][N:3]=1.[F:9][C:10]1[CH:15]=[CH:14][C:13](B(O)O)=[CH:12][CH:11]=1.C(=O)([O-])[O-].[K+].[K+].C(O)C.O. (7) Given the product [CH2:12]([S:18][C:7]([CH3:8])([CH2:6][CH2:5][CH:4]=[C:2]([CH3:1])[CH3:3])[CH2:9][CH:10]=[O:11])[CH2:13][CH2:14][CH2:15][CH2:16][CH3:17], predict the reactants needed to synthesize it. The reactants are: [CH3:1][C:2](=[CH:4][CH2:5][CH2:6][C:7](=[CH:9][CH:10]=[O:11])[CH3:8])[CH3:3].[CH2:12]([SH:18])[CH2:13][CH2:14][CH2:15][CH2:16][CH3:17].